Predict which catalyst facilitates the given reaction. From a dataset of Catalyst prediction with 721,799 reactions and 888 catalyst types from USPTO. Reactant: C(OC(=O)[NH:7][C@@H:8]([CH2:24][C:25]1[CH:30]=[CH:29][CH:28]=[CH:27][CH:26]=1)[C:9](=[O:23])[NH:10][C:11]1[CH:16]=[CH:15][C:14]([C:17]2[CH:22]=[CH:21][N:20]=[CH:19][CH:18]=2)=[CH:13][CH:12]=1)(C)(C)C.[ClH:32]. Product: [ClH:32].[ClH:32].[NH2:7][C@@H:8]([CH2:24][C:25]1[CH:30]=[CH:29][CH:28]=[CH:27][CH:26]=1)[C:9]([NH:10][C:11]1[CH:12]=[CH:13][C:14]([C:17]2[CH:18]=[CH:19][N:20]=[CH:21][CH:22]=2)=[CH:15][CH:16]=1)=[O:23]. The catalyst class is: 162.